This data is from Drug-induced liver injury (DILI) classification data. The task is: Regression/Classification. Given a drug SMILES string, predict its toxicity properties. Task type varies by dataset: regression for continuous values (e.g., LD50, hERG inhibition percentage) or binary classification for toxic/non-toxic outcomes (e.g., AMES mutagenicity, cardiotoxicity, hepatotoxicity). Dataset: dili. The drug is OCC1OC(n2cnc3c2NC=NCC3O)CC1O. The result is 1 (causes liver injury).